Dataset: Full USPTO retrosynthesis dataset with 1.9M reactions from patents (1976-2016). Task: Predict the reactants needed to synthesize the given product. The reactants are: [OH:1][CH2:2][CH2:3][O:4][C:5]1[CH:10]=[CH:9][C:8]([CH:11]2[CH2:16][CH2:15][N:14]([C:17]([O:19][C:20]([CH3:23])([CH3:22])[CH3:21])=[O:18])[CH2:13][CH:12]2[O:24][CH2:25][C:26]2[CH:35]=[C:34]([O:36][CH2:37][O:38][CH2:39][CH2:40][Si:41]([CH3:44])([CH3:43])[CH3:42])[C:33]3[C:28](=[CH:29][CH:30]=[CH:31][CH:32]=3)[CH:27]=2)=[CH:7][CH:6]=1.[Cl:45][CH2:46][C:47]1[CH:55]=[CH:54][CH:53]=[CH:52][C:48]=1[C:49](Cl)=[O:50]. Given the product [Cl:45][CH2:46][C:47]1[CH:55]=[CH:54][CH:53]=[CH:52][C:48]=1[C:49]([O:1][CH2:2][CH2:3][O:4][C:5]1[CH:6]=[CH:7][C:8]([CH:11]2[CH2:16][CH2:15][N:14]([C:17]([O:19][C:20]([CH3:23])([CH3:22])[CH3:21])=[O:18])[CH2:13][CH:12]2[O:24][CH2:25][C:26]2[CH:35]=[C:34]([O:36][CH2:37][O:38][CH2:39][CH2:40][Si:41]([CH3:44])([CH3:43])[CH3:42])[C:33]3[C:28](=[CH:29][CH:30]=[CH:31][CH:32]=3)[CH:27]=2)=[CH:9][CH:10]=1)=[O:50], predict the reactants needed to synthesize it.